From a dataset of Catalyst prediction with 721,799 reactions and 888 catalyst types from USPTO. Predict which catalyst facilitates the given reaction. Reactant: [NH2:1][C:2]1[CH:7]=[CH:6][CH:5]=[CH:4][C:3]=1[C:8]1[NH:9][C:10]2[C:15]([CH:16]=1)=[CH:14][CH:13]=[CH:12][CH:11]=2.CN(C1C=CC=CN=1)C.[C:26]1(=[O:36])[O:31][C:29](=[O:30])[C:28]2=[CH:32][CH:33]=[CH:34][CH:35]=[C:27]12. Product: [NH:9]1[C:10]2[C:15](=[CH:14][CH:13]=[CH:12][CH:11]=2)[CH:16]=[C:8]1[C:3]1[CH:4]=[CH:5][CH:6]=[CH:7][C:2]=1[NH:1][C:26](=[O:36])[C:27]1[C:28](=[CH:32][CH:33]=[CH:34][CH:35]=1)[C:29]([OH:31])=[O:30]. The catalyst class is: 4.